Dataset: Reaction yield outcomes from USPTO patents with 853,638 reactions. Task: Predict the reaction yield, written as a fraction of the theoretical maximum amount of product (1.0 means a 100% yield; for example, 0.34 means a 34% yield). The reactants are Cl[C:2]1[C:7]2[S:8][C:9]([C:11]3[C:16]([Cl:17])=[CH:15][CH:14]=[CH:13][C:12]=3[Cl:18])=[N:10][C:6]=2[CH:5]=[CH:4][N:3]=1.ClC1C=CC=C(Cl)C=1C(Cl)=N[C:24]1[CH:29]=[CH:28][N:27]=[C:26](Cl)[C:25]=1F.NC(N)=S.[N:42]1C=CC=CC=1.[CH:48]([OH:51])(C)C. The catalyst is C(N(CC)CC)C. The product is [Cl:18][C:12]1[CH:13]=[CH:14][CH:15]=[C:16]([Cl:17])[C:11]=1[C:9]1[S:8][C:7]2[C:2]([NH:42][C:26]3[CH:25]=[C:24]([CH2:48][OH:51])[CH:29]=[CH:28][N:27]=3)=[N:3][CH:4]=[CH:5][C:6]=2[N:10]=1. The yield is 0.740.